Dataset: Catalyst prediction with 721,799 reactions and 888 catalyst types from USPTO. Task: Predict which catalyst facilitates the given reaction. (1) Reactant: [OH:1][C:2]1[CH:7]=[CH:6][C:5]([CH2:8][C:9]([OH:11])=[O:10])=[CH:4][C:3]=1[O:12][CH3:13].[S:14](O[S:14]([C:17]([F:20])([F:19])[F:18])(=[O:16])=[O:15])([C:17]([F:20])([F:19])[F:18])(=[O:16])=[O:15]. Product: [CH3:13][O:12][C:3]1[CH:4]=[C:5]([CH2:8][C:9]([OH:11])=[O:10])[CH:6]=[CH:7][C:2]=1[O:1][S:14]([C:17]([F:20])([F:19])[F:18])(=[O:16])=[O:15]. The catalyst class is: 2. (2) Reactant: [Br:1][C:2]1[CH:3]=[C:4]([NH2:18])[C:5]([NH2:17])=[CH:6][C:7]=1[O:8][C:9]1[CH:14]=[CH:13][C:12]([F:15])=[CH:11][C:10]=1[F:16].[CH:19]([O-])([O-])OCC.O.C1(C)C=CC(S(O)(=O)=O)=CC=1. Product: [Br:1][C:2]1[C:7]([O:8][C:9]2[CH:14]=[CH:13][C:12]([F:15])=[CH:11][C:10]=2[F:16])=[CH:6][C:5]2[N:17]=[CH:19][NH:18][C:4]=2[CH:3]=1. The catalyst class is: 7. (3) Reactant: [C:1]1([C:11]2[O:12][C:13]3[CH:19]=[C:18]([CH2:20][C:21]([O:23]C)=[O:22])[CH:17]=[CH:16][C:14]=3[N:15]=2)[C:10]2[C:5](=[CH:6][CH:7]=[CH:8][CH:9]=2)[CH:4]=[CH:3][CH:2]=1.[OH-].[Na+]. Product: [C:1]1([C:11]2[O:12][C:13]3[CH:19]=[C:18]([CH2:20][C:21]([OH:23])=[O:22])[CH:17]=[CH:16][C:14]=3[N:15]=2)[C:10]2[C:5](=[CH:6][CH:7]=[CH:8][CH:9]=2)[CH:4]=[CH:3][CH:2]=1. The catalyst class is: 1. (4) Reactant: [O:1]1[CH:5]=[CH:4][CH:3]=[C:2]1[C:6](Cl)=[O:7].Cl.Cl.[CH3:11][O:12][C:13](=[O:41])[CH2:14][CH:15]([NH2:40])[CH:16]1[O:20][N:19]=[C:18]([C:21]2[CH:26]=[CH:25][C:24]([O:27][CH2:28][C:29]3[C:38]4[C:33](=[CH:34][CH:35]=[CH:36][CH:37]=4)[N:32]=[C:31]([CH3:39])[CH:30]=3)=[CH:23][CH:22]=2)[CH2:17]1.C(=O)([O-])[O-].[Na+].[Na+]. Product: [CH3:11][O:12][C:13](=[O:41])[CH2:14][CH:15]([NH:40][C:6]([C:2]1[O:1][CH:5]=[CH:4][CH:3]=1)=[O:7])[CH:16]1[O:20][N:19]=[C:18]([C:21]2[CH:22]=[CH:23][C:24]([O:27][CH2:28][C:29]3[C:38]4[C:33](=[CH:34][CH:35]=[CH:36][CH:37]=4)[N:32]=[C:31]([CH3:39])[CH:30]=3)=[CH:25][CH:26]=2)[CH2:17]1. The catalyst class is: 2. (5) Reactant: [CH3:1][O:2][C:3]1[CH:4]=[C:5]([C:13]([O:15]C)=[O:14])[C:6](=[CH:11][CH:12]=1)[C:7]([O:9]C)=[O:8].[OH-].[K+]. Product: [CH3:1][O:2][C:3]1[CH:4]=[C:5]([C:13]([OH:15])=[O:14])[C:6](=[CH:11][CH:12]=1)[C:7]([OH:9])=[O:8]. The catalyst class is: 24. (6) Product: [CH3:14][C:13]1[C:16]([CH2:17][CH2:18][CH2:19][CH2:20][CH2:21][C:22]([OH:24])=[O:23])([CH3:25])[C:8]2[C:3](=[CH:4][CH:5]=[C:6]([S:9]([OH:12])(=[O:11])=[O:10])[CH:7]=2)[N:1]=1. The catalyst class is: 15. Reactant: [NH:1]([C:3]1[CH:8]=[CH:7][C:6]([S:9]([OH:12])(=[O:11])=[O:10])=[CH:5][CH:4]=1)N.[C:13]([CH:16]([CH3:25])[CH2:17][CH2:18][CH2:19][CH2:20][CH2:21][C:22]([OH:24])=[O:23])(=O)[CH3:14].